From a dataset of Full USPTO retrosynthesis dataset with 1.9M reactions from patents (1976-2016). Predict the reactants needed to synthesize the given product. (1) Given the product [CH3:4][C:2]([NH:5][CH2:6][CH:7]([OH:17])[C:8]1[CH:13]=[CH:12][C:11]([OH:14])=[C:10]([CH2:15][OH:16])[CH:9]=1)([CH3:1])[CH3:3].[NH2:18][CH2:19][CH2:20][S:21]([OH:24])(=[O:23])=[O:22], predict the reactants needed to synthesize it. The reactants are: [CH3:1][C:2]([NH:5][CH2:6][CH:7]([OH:17])[C:8]1[CH:13]=[CH:12][C:11]([OH:14])=[C:10]([CH2:15][OH:16])[CH:9]=1)([CH3:4])[CH3:3].[NH2:18][CH2:19][CH2:20][S:21]([OH:24])(=[O:23])=[O:22].N[C@H](C(O)=O)CC(C)C. (2) Given the product [Cl:1][C:2]1[CH:7]=[C:6]([NH:8][CH2:9][CH:10]2[CH2:11][CH2:12]2)[N:5]2[N:13]=[CH:14][C:15]([CH:16]=[C:37]3[CH2:42][C:41](=[O:43])[NH:40][C:38]3=[O:39])=[C:4]2[N:3]=1, predict the reactants needed to synthesize it. The reactants are: [Cl:1][C:2]1[CH:7]=[C:6]([NH:8][CH2:9][CH:10]2[CH2:12][CH2:11]2)[N:5]2[N:13]=[CH:14][C:15]([CH:16]=O)=[C:4]2[N:3]=1.C1(P(=[C:37]2[CH2:42][C:41](=[O:43])[NH:40][C:38]2=[O:39])(C2C=CC=CC=2)C2C=CC=CC=2)C=CC=CC=1. (3) Given the product [N:12]1([C:2]2[CH:3]=[C:4]3[C:8](=[CH:9][CH:10]=2)[C:7](=[O:11])[CH2:6][CH2:5]3)[CH:16]=[CH:15][CH:14]=[N:13]1, predict the reactants needed to synthesize it. The reactants are: F[C:2]1[CH:3]=[C:4]2[C:8](=[CH:9][CH:10]=1)[C:7](=[O:11])[CH2:6][CH2:5]2.[NH:12]1[CH:16]=[CH:15][CH:14]=[N:13]1.C(=O)([O-])[O-].[K+].[K+].